Dataset: hERG Central: cardiac toxicity at 1µM, 10µM, and general inhibition. Task: Predict hERG channel inhibition at various concentrations. (1) The molecule is COc1ccc(CN2CCC(n3nccc3NC(=O)C3CC3)CC2)cc1O. Results: hERG_inhib (hERG inhibition (general)): blocker. (2) The molecule is Cc1csc(=O)n1CCC(=O)OCc1nnc(-c2ccc([N+](=O)[O-])cc2)o1. Results: hERG_inhib (hERG inhibition (general)): blocker.